Dataset: Forward reaction prediction with 1.9M reactions from USPTO patents (1976-2016). Task: Predict the product of the given reaction. Given the reactants Br[C:2]1[CH:7]=[C:6]([C:8]([F:11])([F:10])[F:9])[CH:5]=[C:4]([N+:12]([O-:14])=[O:13])[CH:3]=1.C([O-])([O-])=O.[Cs+].[Cs+].[CH3:21][N:22]1[CH2:27][CH2:26][CH:25]([NH2:28])[CH2:24][CH2:23]1.O1CCOCC1, predict the reaction product. The product is: [CH3:21][N:22]1[CH2:27][CH2:26][CH:25]([NH:28][C:2]2[CH:7]=[C:6]([C:8]([F:11])([F:10])[F:9])[CH:5]=[C:4]([N+:12]([O-:14])=[O:13])[CH:3]=2)[CH2:24][CH2:23]1.